Dataset: Full USPTO retrosynthesis dataset with 1.9M reactions from patents (1976-2016). Task: Predict the reactants needed to synthesize the given product. (1) Given the product [CH3:32][C:27]1[C:26]([CH2:25][O:23][CH2:22][CH2:21][N:20]2[C:16]3[C:15]4[CH:14]=[CH:13][CH:12]=[CH:11][C:10]=4[N:9]=[C:8]([O:1][C:2]4[CH:3]=[CH:4][CH:5]=[CH:6][CH:7]=4)[C:17]=3[N:18]=[CH:19]2)=[C:30]([CH3:31])[O:29][N:28]=1, predict the reactants needed to synthesize it. The reactants are: [O:1]([C:8]1[C:17]2[N:18]=[CH:19][N:20]([CH2:21][CH2:22][OH:23])[C:16]=2[C:15]2[CH:14]=[CH:13][CH:12]=[CH:11][C:10]=2[N:9]=1)[C:2]1[CH:7]=[CH:6][CH:5]=[CH:4][CH:3]=1.Cl[CH2:25][C:26]1[C:27]([CH3:32])=[N:28][O:29][C:30]=1[CH3:31]. (2) Given the product [C:24]12([O:23][CH2:22][CH2:21][O:20][CH2:19][CH2:18][O:17][CH2:16][CH2:15][O:14][CH2:13][CH2:12][O:11][CH2:10][CH2:9][O:8][CH2:7][CH2:6][N:39]=[N+:40]=[N-:41])[CH2:33][CH:28]3[CH2:29][CH:30]([CH2:32][CH:26]([CH2:27]3)[CH2:25]1)[CH2:31]2, predict the reactants needed to synthesize it. The reactants are: CS(O[CH2:6][CH2:7][O:8][CH2:9][CH2:10][O:11][CH2:12][CH2:13][O:14][CH2:15][CH2:16][O:17][CH2:18][CH2:19][O:20][CH2:21][CH2:22][O:23][C:24]12[CH2:33][CH:28]3[CH2:29][CH:30]([CH2:32][CH:26]([CH2:27]3)[CH2:25]1)[CH2:31]2)(=O)=O.CN(C=O)C.[N-:39]=[N+:40]=[N-:41].[Na+]. (3) Given the product [CH2:5]([O:4][C:2]([NH:12][C@@H:13]1[CH2:16][C@H:15]([CH2:17][O:18][C:19](=[O:26])[C:20]2[CH:21]=[CH:22][CH:23]=[CH:24][CH:25]=2)[CH2:14]1)=[O:3])[C:6]1[CH:11]=[CH:10][CH:9]=[CH:8][CH:7]=1, predict the reactants needed to synthesize it. The reactants are: Cl[C:2]([O:4][CH2:5][C:6]1[CH:11]=[CH:10][CH:9]=[CH:8][CH:7]=1)=[O:3].[NH2:12][CH:13]1[CH2:16][CH:15]([CH2:17][O:18][C:19](=[O:26])[C:20]2[CH:25]=[CH:24][CH:23]=[CH:22][CH:21]=2)[CH2:14]1.C(N(C(C)C)CC)(C)C. (4) Given the product [Br:1][C:2]1[C:3]([C@@H:9]([NH:18][C:19](=[O:25])[O:20][C:21]([CH3:24])([CH3:23])[CH3:22])[CH2:10][C:11]2[CH:16]=[CH:15][CH:14]=[C:13]([F:17])[CH:12]=2)=[N:4][C:5]([C:37]#[C:36][C:34]([OH:38])([CH3:35])[CH3:33])=[CH:6][CH:7]=1, predict the reactants needed to synthesize it. The reactants are: [Br:1][C:2]1[C:3]([C@@H:9]([NH:18][C:19](=[O:25])[O:20][C:21]([CH3:24])([CH3:23])[CH3:22])[CH2:10][C:11]2[CH:16]=[CH:15][CH:14]=[C:13]([F:17])[CH:12]=2)=[N:4][C:5](Br)=[CH:6][CH:7]=1.CCN(CC)CC.[CH3:33][C:34]([OH:38])([C:36]#[CH:37])[CH3:35].